This data is from Full USPTO retrosynthesis dataset with 1.9M reactions from patents (1976-2016). The task is: Predict the reactants needed to synthesize the given product. (1) Given the product [OH:34][CH2:33][C:32]1[CH:31]=[CH:30][C:29]([CH2:28][N:18]2[C:17](=[O:39])[C:16]([CH2:15][C:12]3[CH:13]=[CH:14][C:9]([C:4]4[C:3]([C:1]#[N:2])=[CH:8][CH:7]=[CH:6][CH:5]=4)=[CH:10][CH:11]=3)=[C:21]([CH2:22][CH2:23][CH3:24])[N:20]3[N:25]=[CH:26][N:27]=[C:19]23)=[CH:38][CH:37]=1, predict the reactants needed to synthesize it. The reactants are: [C:1]([C:3]1[CH:8]=[CH:7][CH:6]=[CH:5][C:4]=1[C:9]1[CH:14]=[CH:13][C:12]([CH2:15][C:16]2[C:17](=[O:39])[N:18]([CH2:28][C:29]3[CH:38]=[CH:37][C:32]([C:33](OC)=[O:34])=[CH:31][CH:30]=3)[C:19]3[N:20]([N:25]=[CH:26][N:27]=3)[C:21]=2[CH2:22][CH2:23][CH3:24])=[CH:11][CH:10]=1)#[N:2].[OH-].[Na+].O1CCCC1.Cl. (2) The reactants are: [F:1][C:2]([F:13])([F:12])[CH:3]1[NH:8][CH:7]=[C:6]([C:9]([O-:11])=[O:10])[CH2:5][CH2:4]1.[SiH](CC)(CC)[CH2:15]C. Given the product [F:13][C:2]([F:12])([F:1])[CH:3]1[NH:8][CH2:7][CH:6]([C:9]([O:11][CH3:15])=[O:10])[CH2:5][CH2:4]1, predict the reactants needed to synthesize it.